Dataset: Catalyst prediction with 721,799 reactions and 888 catalyst types from USPTO. Task: Predict which catalyst facilitates the given reaction. (1) Reactant: [CH:1](NC(C)C)(C)C.C([Li])CCC.[Br:13][C:14]1[CH:19]=[CH:18][C:17]([CH2:20][C:21]([O:23][CH3:24])=[O:22])=[CH:16][CH:15]=1.IC.[Cl-].[NH4+]. Product: [Br:13][C:14]1[CH:15]=[CH:16][C:17]([CH:20]([CH3:1])[C:21]([O:23][CH3:24])=[O:22])=[CH:18][CH:19]=1. The catalyst class is: 1. (2) Reactant: [CH2:1]([N:8]1[CH2:13][CH2:12][C:11](=[O:14])[CH:10]([CH3:15])[CH2:9]1)[C:2]1[CH:7]=[CH:6][CH:5]=[CH:4][CH:3]=1.[CH3:16][C@H:17](O)[CH2:18][C@@H:19]([OH:21])[CH3:20].O.C1(C)C=CC(S(O)(=O)=O)=CC=1. Product: [CH2:1]([N:8]1[CH2:13][CH2:12][C:11]2([O:21][C@@H:19]([CH3:20])[CH2:18][C@H:17]([CH3:16])[O:14]2)[C@H:10]([CH3:15])[CH2:9]1)[C:2]1[CH:3]=[CH:4][CH:5]=[CH:6][CH:7]=1. The catalyst class is: 48. (3) Reactant: Br[C:2]1[N:6]2[C:7](=[O:22])[CH:8]=[C:9]([CH2:11][N:12]3[C:16]([Cl:17])=[CH:15][C:14]([C:18]([F:21])([F:20])[F:19])=[N:13]3)[N:10]=[C:5]2[S:4][C:3]=1[Cl:23].[C:24]([CH:26]1[CH2:28][CH:27]1[B-](F)(F)F)#[N:25].[K+].P([O-])([O-])([O-])=O.[K+].[K+].[K+]. Product: [Cl:23][C:3]1[S:4][C:5]2=[N:10][C:9]([CH2:11][N:12]3[C:16]([Cl:17])=[CH:15][C:14]([C:18]([F:21])([F:20])[F:19])=[N:13]3)=[CH:8][C:7](=[O:22])[N:6]2[C:2]=1[CH:27]1[CH2:28][CH:26]1[C:24]#[N:25]. The catalyst class is: 38. (4) The catalyst class is: 325. Reactant: P(Cl)(Cl)(Cl)=O.CN(C)[C:8](=[O:11])[CH2:9][CH3:10].[Cl:13][C:14]1[CH:19]=[CH:18][C:17]([C:20]2[NH:21][CH:22]=[CH:23][C:24]=2[CH3:25])=[CH:16][CH:15]=1.O.O.O.C([O-])(=O)C.[Na+]. Product: [Cl:13][C:14]1[CH:15]=[CH:16][C:17]([C:20]2[NH:21][C:22]([C:8](=[O:11])[CH2:9][CH3:10])=[CH:23][C:24]=2[CH3:25])=[CH:18][CH:19]=1. (5) Reactant: [NH2:1][C:2]1[NH:3][C:4](=[O:22])[C:5]2[CH:10]=[C:9]([CH2:11][CH2:12][CH2:13][C:14]3[S:18][CH:17]=[C:16]([C:19]([OH:21])=O)[CH:15]=3)[NH:8][C:6]=2[N:7]=1.CN1CCOCC1.ClC1N=C(OC)N=C(OC)N=1.Cl.[CH2:42]([O:44][C:45](=[O:55])[C@H:46]([CH2:48][CH2:49][C:50]([O:52][CH2:53][CH3:54])=[O:51])[NH2:47])[CH3:43]. Product: [CH2:42]([O:44][C:45](=[O:55])[C@@H:46]([NH:47][C:19]([C:16]1[CH:15]=[C:14]([CH2:13][CH2:12][CH2:11][C:9]2[NH:8][C:6]3[N:7]=[C:2]([NH2:1])[NH:3][C:4](=[O:22])[C:5]=3[CH:10]=2)[S:18][CH:17]=1)=[O:21])[CH2:48][CH2:49][C:50]([O:52][CH2:53][CH3:54])=[O:51])[CH3:43]. The catalyst class is: 3. (6) Reactant: [Br:1][C:2]1[N:10]=[CH:9][CH:8]=[CH:7][C:3]=1[C:4](O)=[O:5].C(N(CC)CC)C.ClC(OCC(C)C)=O.[BH4-].[Na+]. Product: [Br:1][C:2]1[C:3]([CH2:4][OH:5])=[CH:7][CH:8]=[CH:9][N:10]=1. The catalyst class is: 20.